From a dataset of Full USPTO retrosynthesis dataset with 1.9M reactions from patents (1976-2016). Predict the reactants needed to synthesize the given product. Given the product [Cl:16][C:17]1[CH:22]=[CH:21][CH:20]=[CH:19][C:18]=1[N:23]1[CH:27]=[N:26][C:25]([NH:28][C:2]2[CH:3]=[CH:4][C:5]([N:10]3[CH:14]=[C:13]([CH3:15])[N:12]=[CH:11]3)=[C:6]([CH:9]=2)[C:7]#[N:8])=[N:24]1, predict the reactants needed to synthesize it. The reactants are: Br[C:2]1[CH:3]=[CH:4][C:5]([N:10]2[CH:14]=[C:13]([CH3:15])[N:12]=[CH:11]2)=[C:6]([CH:9]=1)[C:7]#[N:8].[Cl:16][C:17]1[CH:22]=[CH:21][CH:20]=[CH:19][C:18]=1[N:23]1[CH:27]=[N:26][C:25]([NH2:28])=[N:24]1.